Dataset: Full USPTO retrosynthesis dataset with 1.9M reactions from patents (1976-2016). Task: Predict the reactants needed to synthesize the given product. (1) Given the product [C:36]([N:32]1[CH2:33][CH2:34][N:29]([CH2:28][C:25]2[CH:24]=[CH:23][C:22]([CH2:21][CH2:20][N:15]3[C:16](=[O:19])[C:17]4[S:18][C:10]([C:7]5[CH:6]=[CH:5][C:4]([Cl:3])=[CH:9][CH:8]=5)=[CH:11][C:12]=4[N:13]=[CH:14]3)=[CH:27][CH:26]=2)[C:30](=[O:35])[CH2:31]1)(=[O:38])[CH3:37], predict the reactants needed to synthesize it. The reactants are: Cl.Cl.[Cl:3][C:4]1[CH:9]=[CH:8][C:7]([C:10]2[S:18][C:17]3[C:16](=[O:19])[N:15]([CH2:20][CH2:21][C:22]4[CH:27]=[CH:26][C:25]([CH2:28][N:29]5[CH2:34][CH2:33][NH:32][CH2:31][C:30]5=[O:35])=[CH:24][CH:23]=4)[CH:14]=[N:13][C:12]=3[CH:11]=2)=[CH:6][CH:5]=1.[C:36](Cl)(=[O:38])[CH3:37].C(N(CC)CC)C.O1CCCC1. (2) Given the product [CH2:24]([O:26][C:27]([C:28]1([CH2:30][F:31])[CH2:29][CH2:3][N:4]([CH2:10][C:11]2[CH:12]=[CH:13][CH:14]=[CH:15][CH:16]=2)[CH2:5]1)=[O:32])[CH3:25], predict the reactants needed to synthesize it. The reactants are: CO[CH2:3][N:4]([CH2:10][C:11]1[CH:16]=[CH:15][CH:14]=[CH:13][CH:12]=1)[CH2:5][Si](C)(C)C.FC(F)(F)C(O)=O.[CH2:24]([O:26][C:27](=[O:32])[C:28]([CH2:30][F:31])=[CH2:29])[CH3:25].